From a dataset of Full USPTO retrosynthesis dataset with 1.9M reactions from patents (1976-2016). Predict the reactants needed to synthesize the given product. (1) Given the product [F:23][C:2]([F:1])([F:22])[C:3]1[CH:17]=[C:16]([C:18]([F:21])([F:20])[F:19])[CH:15]=[CH:14][C:4]=1[CH2:5][N:6]1[CH2:11][CH2:10][CH:9](/[CH:12]=[C:36]2/[C:32]([NH:31][C@@H:29]3[CH2:30][C:25]([F:24])([F:39])[CH2:26][CH2:27][C@H:28]3[OH:38])=[N:33][C:34](=[O:37])[S:35]/2)[CH2:8][CH2:7]1, predict the reactants needed to synthesize it. The reactants are: [F:1][C:2]([F:23])([F:22])[C:3]1[CH:17]=[C:16]([C:18]([F:21])([F:20])[F:19])[CH:15]=[CH:14][C:4]=1[CH2:5][N:6]1[CH2:11][CH2:10][CH:9]([CH:12]=O)[CH2:8][CH2:7]1.[F:24][C:25]1([F:39])[CH2:30][C@@H:29]([NH:31][C:32]2[CH2:36][S:35][C:34](=[O:37])[N:33]=2)[C@H:28]([OH:38])[CH2:27][CH2:26]1.C([O-])(=O)C.[NH2+]1CCCCC1. (2) Given the product [C:22]([NH:7][O:6][CH2:3][CH:4]=[CH2:5])([O:21][C:17]([CH3:20])([CH3:19])[CH3:18])=[O:23], predict the reactants needed to synthesize it. The reactants are: O.Cl.[CH2:3]([O:6][NH2:7])[CH:4]=[CH2:5].C(N(C(C)C)CC)(C)C.[C:17]([O:21][C:22](O[C:22]([O:21][C:17]([CH3:20])([CH3:19])[CH3:18])=[O:23])=[O:23])([CH3:20])([CH3:19])[CH3:18]. (3) Given the product [Cl:1][C:2]1[CH:3]=[CH:4][C:5]2[N:6]([C:8]([CH2:17][NH:18][C:19]3[N:24]=[C:23]([N:25]4[CH2:30][CH2:29][CH2:60][C@@H:59]4[CH2:63][OH:64])[CH:22]=[CH:21][N:20]=3)=[C:9]([C:11]3[CH:16]=[CH:15][CH:14]=[CH:13][CH:12]=3)[N:10]=2)[CH:7]=1, predict the reactants needed to synthesize it. The reactants are: [Cl:1][C:2]1[CH:3]=[CH:4][C:5]2[N:6]([C:8]([CH2:17][NH:18][C:19]3[N:24]=[C:23]([N:25]4[CH2:30][CH2:29]C(C)(O)CC4)[CH:22]=[CH:21][N:20]=3)=[C:9]([C:11]3[CH:16]=[CH:15][CH:14]=[CH:13][CH:12]=3)[N:10]=2)[CH:7]=1.ClC1C=CN=C(NCC2N3C=C(Cl)C=CC3=NC=2C2C=CC=CC=2)N=1.N1CC[CH2:60][C@@H:59]1[CH2:63][OH:64]. (4) Given the product [F:23][C:24]1[CH:47]=[CH:46][CH:45]=[C:44]([F:48])[C:25]=1[CH2:26][O:27][C:28]1[C:29]2[N:30]([C:34]([C:38]([NH:40][CH2:41][CH:42]=[O:43])=[O:39])=[C:35]([CH3:37])[N:36]=2)[CH:31]=[CH:32][CH:33]=1, predict the reactants needed to synthesize it. The reactants are: C(OI1(OC(=O)C)(OC(=O)C)C2C=CC=CC=2C(=O)O1)(=O)C.[F:23][C:24]1[CH:47]=[CH:46][CH:45]=[C:44]([F:48])[C:25]=1[CH2:26][O:27][C:28]1[C:29]2[N:30]([C:34]([C:38]([NH:40][CH2:41][CH2:42][OH:43])=[O:39])=[C:35]([CH3:37])[N:36]=2)[CH:31]=[CH:32][CH:33]=1. (5) The reactants are: [CH3:1][O:2][C:3]1[CH:4]=[C:5]([CH:29]=[C:30]([O:33][CH3:34])[C:31]=1[CH3:32])[C:6]([NH:8][CH2:9][C:10]1[CH:15]=[CH:14][C:13]([C:16]2[N:20]=[C:19]([CH3:21])[O:18][N:17]=2)=[CH:12][C:11]=1[NH:22][C:23](=[O:28])[C:24]([F:27])([F:26])[F:25])=[O:7].CI.[C:37](=O)([O-])[O-].[K+].[K+]. Given the product [CH3:1][O:2][C:3]1[CH:4]=[C:5]([CH:29]=[C:30]([O:33][CH3:34])[C:31]=1[CH3:32])[C:6]([NH:8][CH2:9][C:10]1[CH:15]=[CH:14][C:13]([C:16]2[N:20]=[C:19]([CH3:21])[O:18][N:17]=2)=[CH:12][C:11]=1[N:22]([CH3:37])[C:23](=[O:28])[C:24]([F:26])([F:25])[F:27])=[O:7], predict the reactants needed to synthesize it. (6) Given the product [NH:3]1[C:7]2[CH:8]=[CH:9][CH:10]=[CH:11][C:6]=2[N:5]=[C:4]1[C@H:12]([NH:22][C:23]([NH:25][C@@H:26]1[CH2:30][CH2:29][N:28]([C:35](=[O:36])[CH3:34])[CH2:27]1)=[O:24])[CH2:13][C:14]1[CH:15]=[CH:16][C:17]([O:20][CH3:21])=[CH:18][CH:19]=1, predict the reactants needed to synthesize it. The reactants are: N#N.[NH:3]1[C:7]2[CH:8]=[CH:9][CH:10]=[CH:11][C:6]=2[N:5]=[C:4]1[C@H:12]([NH:22][C:23]([NH:25][C@@H:26]1[CH2:30][CH2:29][NH:28][CH2:27]1)=[O:24])[CH2:13][C:14]1[CH:19]=[CH:18][C:17]([O:20][CH3:21])=[CH:16][CH:15]=1.C(N1CC[O:36][CH2:35][CH2:34]1)C.CN(C(ON1N=NC2C=CC=CC1=2)=[N+](C)C)C.[B-](F)(F)(F)F.C(O)(=O)C. (7) Given the product [Br:1][C:2]1[CH:11]=[N:10][C:9]2[C:8]([N:14]3[CH2:19][CH2:18][O:17][CH2:16][CH2:15]3)=[N:7][C:6]([Cl:13])=[N:5][C:4]=2[CH:3]=1, predict the reactants needed to synthesize it. The reactants are: [Br:1][C:2]1[CH:11]=[N:10][C:9]2[C:8](Cl)=[N:7][C:6]([Cl:13])=[N:5][C:4]=2[CH:3]=1.[NH:14]1[CH2:19][CH2:18][O:17][CH2:16][CH2:15]1. (8) Given the product [F:1][C:2]1[CH:3]=[C:4]([NH2:32])[CH:5]=[CH:6][C:7]=1[O:8][C:9]1[CH:14]=[CH:13][N:12]=[C:11]2[NH:15][C:16]([C:18]3[CH:19]=[N:20][CH:21]=[CH:22][CH:23]=3)=[CH:17][C:10]=12, predict the reactants needed to synthesize it. The reactants are: [F:1][C:2]1[CH:3]=[C:4]([NH2:32])[CH:5]=[CH:6][C:7]=1[O:8][C:9]1[CH:14]=[CH:13][N:12]=[C:11]2[N:15](COCC[Si](C)(C)C)[C:16]([C:18]3[CH:19]=[N:20][CH:21]=[CH:22][CH:23]=3)=[CH:17][C:10]=12.[F-].C([N+](CCCC)(CCCC)CCCC)CCC.NCCN. (9) Given the product [Cl:15][CH2:16][CH2:17][CH2:18][Si:19]([O:26][CH3:27])([O:20][CH3:21])[O:23][CH3:24], predict the reactants needed to synthesize it. The reactants are: C(Cl)C=C.C(O[SiH](OCC)OCC)C.[Cl:15][CH2:16][CH2:17][CH2:18][Si:19]([O:26][CH2:27]C)([O:23][CH2:24]C)[O:20][CH2:21]C.CO[SiH](OC)OC. (10) Given the product [CH3:8][O:9][C:10]1[CH:11]=[C:12]([CH:16]=[CH:17][C:18]=1[CH3:19])[C:13]#[N:5], predict the reactants needed to synthesize it. The reactants are: ClS([N:5]=C=O)(=O)=O.[CH3:8][O:9][C:10]1[CH:11]=[C:12]([CH:16]=[CH:17][C:18]=1[CH3:19])[C:13](O)=O.CN(C=O)C.